This data is from Reaction yield outcomes from USPTO patents with 853,638 reactions. The task is: Predict the reaction yield, written as a fraction of the theoretical maximum amount of product (1.0 means a 100% yield; for example, 0.34 means a 34% yield). (1) The reactants are CN(C(ON1N=NC2C=CC=CC1=2)=[N+](C)C)C.F[P-](F)(F)(F)(F)F.C1C=CC2N(O)N=NC=2C=1.O.[NH2:36][CH:37]1[C:43]2([CH2:48][CH2:47][O:46][CH2:45][CH2:44]2)[O:42][C:41]2[CH:49]=[CH:50][CH:51]=[CH:52][C:40]=2[NH:39][C:38]1=[O:53].[NH:54]([C:60]([O:62][C:63]([CH3:66])([CH3:65])[CH3:64])=[O:61])[C@H:55]([C:57](O)=[O:58])[CH3:56]. The catalyst is CN(C=O)C.CCOC(C)=O. The product is [O:58]=[C:57]([NH:36][CH:37]1[C:43]2([CH2:44][CH2:45][O:46][CH2:47][CH2:48]2)[O:42][C:41]2[CH:49]=[CH:50][CH:51]=[CH:52][C:40]=2[NH:39][C:38]1=[O:53])[C@@H:55]([NH:54][C:60](=[O:61])[O:62][C:63]([CH3:66])([CH3:65])[CH3:64])[CH3:56]. The yield is 0.910. (2) The reactants are Br[C:2]1[CH:7]=[CH:6][C:5]([N+:8]([O-:10])=[O:9])=[CH:4][N:3]=1.[C:11]1(B(O)O)[CH:16]=[CH:15][CH:14]=[CH:13][CH:12]=1.[O-]P([O-])([O-])=O.[K+].[K+].[K+]. The catalyst is O1CCOCC1.O.C1C=CC([P]([Pd]([P](C2C=CC=CC=2)(C2C=CC=CC=2)C2C=CC=CC=2)([P](C2C=CC=CC=2)(C2C=CC=CC=2)C2C=CC=CC=2)[P](C2C=CC=CC=2)(C2C=CC=CC=2)C2C=CC=CC=2)(C2C=CC=CC=2)C2C=CC=CC=2)=CC=1. The product is [N+:8]([C:5]1[CH:6]=[CH:7][C:2]([C:11]2[CH:16]=[CH:15][CH:14]=[CH:13][CH:12]=2)=[N:3][CH:4]=1)([O-:10])=[O:9]. The yield is 0.850. (3) The reactants are Br[C:2]1[CH:3]=[CH:4][C:5]2[N:6]([CH3:15])[C:7]3[C:12]([C:13]=2[CH:14]=1)=[CH:11][CH:10]=[CH:9][CH:8]=3.[Li]CCCC.CN([CH:24]=[O:25])C. The catalyst is C1COCC1. The product is [CH3:15][N:6]1[C:5]2[CH:4]=[CH:3][C:2]([CH:24]=[O:25])=[CH:14][C:13]=2[C:12]2[C:7]1=[CH:8][CH:9]=[CH:10][CH:11]=2. The yield is 0.600. (4) The reactants are [F:1][C:2]1[N:12]=[CH:11][C:5]2[NH:6][C:7](=O)[N:8]=[CH:9][C:4]=2[CH:3]=1.S(Cl)(Cl)=O.[Cl:17][C:18]1[CH:19]=[C:20]([CH:22]=[CH:23][C:24]=1[O:25][CH2:26][C:27]1[CH:32]=[CH:31][CH:30]=[CH:29][N:28]=1)[NH2:21]. The catalyst is CN(C=O)C.CC(N(C)C)=O. The product is [Cl:17][C:18]1[CH:19]=[C:20]([NH:21][C:9]2[C:4]3[CH:3]=[C:2]([F:1])[N:12]=[CH:11][C:5]=3[N:6]=[CH:7][N:8]=2)[CH:22]=[CH:23][C:24]=1[O:25][CH2:26][C:27]1[CH:32]=[CH:31][CH:30]=[CH:29][N:28]=1. The yield is 0.830. (5) The reactants are [I:1][C:2]1[CH:8]=[C:7]([N+:9]([O-:11])=[O:10])[CH:6]=[CH:5][C:3]=1[NH2:4].[Si:12]([O:19][CH2:20][CH:21]=O)([C:15]([CH3:18])([CH3:17])[CH3:16])([CH3:14])[CH3:13].C(O)(C(F)(F)F)=O.[BH3-]C#N.[Na+]. The catalyst is CO. The product is [C:15]([Si:12]([CH3:14])([CH3:13])[O:19][CH2:20][CH2:21][NH:4][C:3]1[CH:5]=[CH:6][C:7]([N+:9]([O-:11])=[O:10])=[CH:8][C:2]=1[I:1])([CH3:18])([CH3:17])[CH3:16]. The yield is 0.250. (6) The reactants are ClCl.[CH2:3]([O:5][C:6](=[O:14])[C:7]([S:10]C(=O)C)([CH3:9])[CH3:8])[CH3:4].C([N:18]([CH2:22][CH3:23])[CH:19](C)C)(C)C.N1CCC1.[OH2:28]. The catalyst is C(Cl)Cl. The product is [CH2:3]([O:5][C:6](=[O:14])[C:7]([S:10]([N:18]1[CH2:19][CH2:23][CH2:22]1)=[O:28])([CH3:8])[CH3:9])[CH3:4]. The yield is 0.800. (7) The reactants are C[Al](C)C.C(O[C:8]([C:10]1[C:11]([CH3:31])=[C:12]([C:24]([O:26]C(C)(C)C)=O)[NH:13][C:14]=1[CH2:15][CH2:16][CH2:17][CH2:18][N:19]([CH2:22][CH3:23])CC)=[O:9])C. The catalyst is C1(C)C=CC=CC=1. The product is [CH2:12]([N:13]([CH2:14][CH3:10])[CH2:23][CH2:22][N:19]1[CH2:18][CH2:17][CH2:16][CH2:15][C:14]2[NH:13][C:12]([CH:24]=[O:26])=[C:11]([CH3:31])[C:10]=2[C:8]1=[O:9])[CH3:11]. The yield is 0.267.